This data is from Forward reaction prediction with 1.9M reactions from USPTO patents (1976-2016). The task is: Predict the product of the given reaction. (1) Given the reactants [NH2:1][C:2]1[CH:10]=[CH:9][CH:8]=[C:7]2[C:3]=1[C:4](=[O:12])[O:5][C:6]2=O.[CH2:13]([O:15][C:16]([CH:18]=P(C1C=CC=CC=1)(C1C=CC=CC=1)C1C=CC=CC=1)=[O:17])[CH3:14], predict the reaction product. The product is: [CH2:13]([O:15][C:16](=[O:17])[CH:18]=[C:6]1[C:7]2[C:3](=[C:2]([NH2:1])[CH:10]=[CH:9][CH:8]=2)[C:4](=[O:12])[O:5]1)[CH3:14]. (2) Given the reactants C(=O)([O-])[O-].[Cs+].[Cs+].O.Br[C:9]1[C:14]([F:15])=[CH:13][C:12]([C:16]2[N:20]([CH:21]3[CH2:26][CH2:25][O:24][CH2:23][CH2:22]3)[N:19]=[CH:18][C:17]=2[C:27]([O:29][CH2:30][CH3:31])=[O:28])=[C:11]([F:32])[CH:10]=1.[CH3:33][O:34][C:35]1[C:40](B(O)O)=[C:39]([CH3:44])[CH:38]=[C:37]([CH3:45])[N:36]=1, predict the reaction product. The product is: [F:32][C:11]1[CH:10]=[C:9]([C:40]2[C:35]([O:34][CH3:33])=[N:36][C:37]([CH3:45])=[CH:38][C:39]=2[CH3:44])[C:14]([F:15])=[CH:13][C:12]=1[C:16]1[N:20]([CH:21]2[CH2:26][CH2:25][O:24][CH2:23][CH2:22]2)[N:19]=[CH:18][C:17]=1[C:27]([O:29][CH2:30][CH3:31])=[O:28]. (3) Given the reactants CS([CH:5]1[CH2:10][CH2:9][C:8](=O)[CH2:7][CH2:6]1)(=O)=O.[N:12]1[CH:17]=[CH:16][CH:15]=[CH:14][C:13]=1CN.CC(C)(O)[C:22]#[N:23].[CH2:26]([N:28](CC)CC)C, predict the reaction product. The product is: [N:12]1[CH:13]=[CH:14][CH:15]=[C:16]([CH2:26][N:28]2[CH:8]3[CH2:9][CH2:10][C:5]2([C:22]#[N:23])[CH2:6][CH2:7]3)[CH:17]=1. (4) Given the reactants [CH3:1][N:2]([CH3:7])[CH2:3][C:4]([NH2:6])=[O:5].Cl[C:9]1[CH:14]=[C:13]([O:15][C:16]2[C:21]([F:22])=[CH:20][C:19]([NH:23][C:24]([C:26]3([C:29]([NH:31][C:32]4[CH:37]=[CH:36][C:35]([F:38])=[CH:34][CH:33]=4)=[O:30])[CH2:28][CH2:27]3)=[O:25])=[C:18]([F:39])[CH:17]=2)[CH:12]=[CH:11][N:10]=1.C(=O)([O-])[O-].[Cs+].[Cs+].CC1(C)C2C(=C(P(C3C=CC=CC=3)C3C=CC=CC=3)C=CC=2)OC2C(P(C3C=CC=CC=3)C3C=CC=CC=3)=CC=CC1=2, predict the reaction product. The product is: [CH3:1][N:2]([CH3:7])[CH2:3][C:4]([NH:6][C:9]1[CH:14]=[C:13]([O:15][C:16]2[C:21]([F:22])=[CH:20][C:19]([NH:23][C:24]([C:26]3([C:29]([NH:31][C:32]4[CH:33]=[CH:34][C:35]([F:38])=[CH:36][CH:37]=4)=[O:30])[CH2:28][CH2:27]3)=[O:25])=[C:18]([F:39])[CH:17]=2)[CH:12]=[CH:11][N:10]=1)=[O:5]. (5) The product is: [CH3:1][N:2]([CH3:7])[CH2:3][CH:4]([NH:6][C:15]1[CH:20]=[CH:19][C:18]([N+:21]([O-:23])=[O:22])=[CH:17][CH:16]=1)[CH3:5]. Given the reactants [CH3:1][N:2]([CH3:7])[CH2:3][CH:4]([NH2:6])[CH3:5].C(=O)([O-])[O-].[K+].[K+].F[C:15]1[CH:20]=[CH:19][C:18]([N+:21]([O-:23])=[O:22])=[CH:17][CH:16]=1, predict the reaction product. (6) Given the reactants [OH:1][C:2]1[CH:3]=[C:4]([C:9]([C:11]([C:13]2[CH:18]=[CH:17][C:16]([OH:19])=[C:15]([OH:20])[CH:14]=2)=O)=O)[CH:5]=[CH:6][C:7]=1[OH:8].C1C(O)=CC=CC=1C.S(O)(O)(=O)=O.[NH2:34][C:35]1[C:36]([OH:43])=[N:37][C:38]([OH:42])=[N:39][C:40]=1[NH2:41].S(O)(O)(=O)=O, predict the reaction product. The product is: [OH:1][C:2]1[CH:3]=[C:4]([C:9]2[N:34]=[C:35]3[C:40](=[N:41][C:11]=2[C:13]2[CH:18]=[CH:17][C:16]([OH:19])=[C:15]([OH:20])[CH:14]=2)[N:39]=[C:38]([OH:42])[N:37]=[C:36]3[OH:43])[CH:5]=[CH:6][C:7]=1[OH:8].